From a dataset of Full USPTO retrosynthesis dataset with 1.9M reactions from patents (1976-2016). Predict the reactants needed to synthesize the given product. (1) The reactants are: [Br:1][C:2]1[CH:7]=[CH:6][C:5]([CH2:8][CH3:9])=[CH:4][CH:3]=1.[Br:10]N1C(=O)CCC1=O.N(C(C)(C)C#N)=NC(C)(C)C#N.O. Given the product [Br:1][C:2]1[CH:7]=[CH:6][C:5]([CH:8]([Br:10])[CH3:9])=[CH:4][CH:3]=1, predict the reactants needed to synthesize it. (2) Given the product [CH3:17][O:16][C:13]1[CH:14]=[CH:15][C:10]([C:9](=[O:22])[CH2:3][C:4]([O:6][CH2:7][CH3:8])=[O:5])=[CH:11][CH:12]=1, predict the reactants needed to synthesize it. The reactants are: Br[Zn][CH2:3][C:4]([O:6][CH2:7][CH3:8])=[O:5].[C:9](#N)[C:10]1[CH:15]=[CH:14][C:13]([O:16][CH3:17])=[CH:12][CH:11]=1.Cl.C(OCC)(=[O:22])C. (3) Given the product [C:1]([C:5]1[CH:10]=[C:9]([Cl:11])[CH:8]=[CH:7][C:6]=1[N:12]1[CH2:13][CH2:14][N:15]([C:18]([C:20]2[N:25]=[CH:24][C:23]([O:26][CH2:28][C:29]([O:31][CH3:32])=[O:30])=[CH:22][CH:21]=2)=[O:19])[CH2:16][CH2:17]1)([CH3:4])([CH3:2])[CH3:3], predict the reactants needed to synthesize it. The reactants are: [C:1]([C:5]1[CH:10]=[C:9]([Cl:11])[CH:8]=[CH:7][C:6]=1[N:12]1[CH2:17][CH2:16][N:15]([C:18]([C:20]2[N:25]=[CH:24][C:23]([OH:26])=[CH:22][CH:21]=2)=[O:19])[CH2:14][CH2:13]1)([CH3:4])([CH3:3])[CH3:2].Br[CH2:28][C:29]([O:31][CH3:32])=[O:30].C(=O)([O-])[O-].[K+].[K+].O. (4) Given the product [O:1]1[C:6]2[CH:7]=[CH:8][CH:9]=[CH:10][C:5]=2[N:4]([C:11](=[O:17])/[CH:12]=[CH:13]\[C:14]([OH:16])=[O:15])[CH2:3][CH2:2]1, predict the reactants needed to synthesize it. The reactants are: [O:1]1[C:6]2[CH:7]=[CH:8][CH:9]=[CH:10][C:5]=2[NH:4][CH2:3][CH2:2]1.[C:11]1(=[O:17])[O:16][C:14](=[O:15])[CH:13]=[CH:12]1.